From a dataset of Catalyst prediction with 721,799 reactions and 888 catalyst types from USPTO. Predict which catalyst facilitates the given reaction. (1) Reactant: [CH3:1][CH2:2][N:3]([CH:7](C)C)[CH:4](C)C.C(C(C(C)C)([NH-])C)(C)C.C(O)(C(F)(F)F)=[O:20].[O-:48]S(C(F)(F)F)(=O)=O.[C:34]([N+]1[CH:39]=[CH:40][N:36]([CH3:34])[CH:37]=1)([N+:36]1[CH:40]=[CH:39]N(C)[CH:37]=1)=O.[O-:48]S(C(F)(F)F)(=O)=O. Product: [CH3:1][C:2]([N:3]([CH3:7])[CH3:4])=[O:20].[CH3:39][C:40]([N:36]([CH3:37])[CH3:34])=[O:48]. The catalyst class is: 204. (2) Product: [Cl:32][C:7]1[CH:6]=[C:5]([CH2:4][C:3]([OH:33])=[O:2])[CH:10]=[C:9]([O:11][C:12]2[CH:17]=[CH:16][C:15]([NH:18][C:19](=[O:24])[C:20]([CH3:23])([CH3:22])[CH3:21])=[CH:14][C:13]=2[CH2:25][S:26][CH2:27][C:28]([F:30])([F:31])[F:29])[CH:8]=1. The catalyst class is: 278. Reactant: C[O:2][C:3](=[O:33])[CH2:4][C:5]1[CH:10]=[C:9]([O:11][C:12]2[CH:17]=[CH:16][C:15]([NH:18][C:19](=[O:24])[C:20]([CH3:23])([CH3:22])[CH3:21])=[CH:14][C:13]=2[CH2:25][S:26][CH2:27][C:28]([F:31])([F:30])[F:29])[CH:8]=[C:7]([Cl:32])[CH:6]=1.[OH-].[Li+].Cl.